From a dataset of Peptide-MHC class I binding affinity with 185,985 pairs from IEDB/IMGT. Regression. Given a peptide amino acid sequence and an MHC pseudo amino acid sequence, predict their binding affinity value. This is MHC class I binding data. The peptide sequence is RFEAYGWQV. The MHC is HLA-B40:01 with pseudo-sequence HLA-B40:01. The binding affinity (normalized) is 0.499.